Dataset: Full USPTO retrosynthesis dataset with 1.9M reactions from patents (1976-2016). Task: Predict the reactants needed to synthesize the given product. (1) Given the product [CH2:16]([S:23][C:24]1[CH:25]=[N:26][C:27]2[C:32]([CH:33]=1)=[CH:31][CH:30]=[N:29][C:28]=2[C:4]1[CH:5]=[CH:6][C:7]([C:9]([F:12])([F:11])[F:10])=[CH:8][C:3]=1[O:2][CH3:1])[C:17]1[CH:18]=[CH:19][CH:20]=[CH:21][CH:22]=1, predict the reactants needed to synthesize it. The reactants are: [CH3:1][O:2][C:3]1[CH:8]=[C:7]([C:9]([F:12])([F:11])[F:10])[CH:6]=[CH:5][C:4]=1B(O)O.[CH2:16]([S:23][C:24]1[CH:25]=[N:26][C:27]2[C:32]([CH:33]=1)=[CH:31][CH:30]=[N:29][C:28]=2Cl)[C:17]1[CH:22]=[CH:21][CH:20]=[CH:19][CH:18]=1.[O-]P([O-])([O-])=O.[K+].[K+].[K+].O1CCOCC1. (2) Given the product [CH3:31][N:21]([C:22]1[CH:23]=[CH:24][CH:25]=[CH:26][CH:27]=1)[C:19]1[CH:20]=[C:15]([N:12]2[CH2:11][CH2:10][N:9]([C:1](=[O:8])[C:2]3[CH:7]=[CH:6][CH:5]=[CH:4][CH:3]=3)[CH2:14][CH2:13]2)[CH:16]=[CH:17][C:18]=1[N+:28]([O-:30])=[O:29], predict the reactants needed to synthesize it. The reactants are: [C:1]([N:9]1[CH2:14][CH2:13][N:12]([C:15]2[CH:16]=[CH:17][C:18]([N+:28]([O-:30])=[O:29])=[C:19]([NH:21][C:22]3[CH:27]=[CH:26][CH:25]=[CH:24][CH:23]=3)[CH:20]=2)[CH2:11][CH2:10]1)(=[O:8])[C:2]1[CH:7]=[CH:6][CH:5]=[CH:4][CH:3]=1.[CH3:31]I.[OH-].[Na+].O. (3) Given the product [Cl:27][C:22]1[CH:21]=[C:20]([C:15]2[C:16]([C:17]([NH2:19])=[O:18])=[C:10]3[CH2:9][N:8]([C:6]([NH:5][CH:3]4[CH2:2][N:1]([CH2:43][C:44]([F:47])([F:46])[F:45])[CH2:4]4)=[O:7])[CH2:13][CH2:12][N:11]3[N:14]=2)[CH:25]=[CH:24][C:23]=1[F:26], predict the reactants needed to synthesize it. The reactants are: [NH:1]1[CH2:4][CH:3]([NH:5][C:6]([N:8]2[CH2:13][CH2:12][N:11]3[N:14]=[C:15]([C:20]4[CH:25]=[CH:24][C:23]([F:26])=[C:22]([Cl:27])[CH:21]=4)[C:16]([C:17]([NH2:19])=[O:18])=[C:10]3[CH2:9]2)=[O:7])[CH2:2]1.CCN(C(C)C)C(C)C.FC(F)(F)S(O[CH2:43][C:44]([F:47])([F:46])[F:45])(=O)=O. (4) Given the product [CH3:80][C:79]([NH:91][C@@H:57]1[CH2:56][C@H:55]([C:51]2[CH:50]=[CH:49][CH:54]=[C:53]([O:4][CH2:3][C:2]([F:7])([F:6])[F:1])[CH:52]=2)[N:59]([C:60]2[CH:61]=[CH:62][C:63]([C:66]([F:69])([F:68])[F:67])=[CH:64][CH:65]=2)[C:58]1=[O:70])([C:81]1[CH:82]=[N:83][C:84]([C:87]([F:89])([F:90])[F:88])=[CH:85][CH:86]=1)[CH3:78], predict the reactants needed to synthesize it. The reactants are: [F:1][C:2]([F:7])([F:6])[C:3](O)=[O:4].C1([C@H](NC2C(=O)N(C3C=CC(C(F)(F)F)=CC=3)[C@@H](C3C=CC=C(OCC(F)(F)F)C=3)C=2)C)C=CC=CC=1.FC(F)(F)CO[C:49]1[CH:50]=[C:51]([C@@H:55]2[N:59]([C:60]3[CH:65]=[CH:64][C:63]([C:66]([F:69])([F:68])[F:67])=[CH:62][CH:61]=3)[C:58](=[O:70])[C:57](=O)[CH2:56]2)[CH:52]=[CH:53][CH:54]=1.C(O)(=O)C.[CH3:78][C:79]([NH2:91])([C:81]1[CH:82]=[N:83][C:84]([C:87]([F:90])([F:89])[F:88])=[CH:85][CH:86]=1)[CH3:80].CC(NC1C(=O)N(C2C=CC(C(F)(F)F)=CC=2)[C@@H](C2C=CC=C(OCC(F)(F)F)C=2)C=1)(C1C=NC(C(F)(F)F)=CC=1)C.C([BH3-])#N.[Na+]. (5) Given the product [C:37]([N:30]1[C:21]2([CH2:22][CH2:23][N:19]([C:16]3[CH:17]=[CH:18][C:13]([NH:12][C:10](=[O:11])[C:9]4[CH:25]=[CH:26][C:6]([O:5][CH2:1][CH2:2][CH2:3][CH3:4])=[CH:7][CH:8]=4)=[CH:14][CH:15]=3)[CH2:20]2)[O:24][CH2:27][CH2:29]1)(=[O:39])[CH3:38], predict the reactants needed to synthesize it. The reactants are: [CH2:1]([O:5][C:6]1[CH:26]=[CH:25][C:9]([C:10]([NH:12][C:13]2[CH:18]=[CH:17][C:16]([N:19]3[CH2:23][CH2:22][C:21](=[O:24])[CH2:20]3)=[CH:15][CH:14]=2)=[O:11])=[CH:8][CH:7]=1)[CH2:2][CH2:3][CH3:4].[CH2:27]([CH2:29][NH2:30])O.C(=O)([O-])[O-].[K+].[K+].[C:37](Cl)(=[O:39])[CH3:38].